This data is from Full USPTO retrosynthesis dataset with 1.9M reactions from patents (1976-2016). The task is: Predict the reactants needed to synthesize the given product. (1) Given the product [C:14]([CH2:3][C@H:2]([CH3:4])[C:1]([OH:6])=[O:5])(=[S:16])[CH3:15], predict the reactants needed to synthesize it. The reactants are: [C:1]([O-:6])(=[O:5])[C:2]([CH3:4])=[CH2:3].[Na+].C(O)(=O)C(C)=C.[C:14](O)(=[S:16])[CH3:15]. (2) Given the product [CH3:1][O:2][C:3]([C:5]1[CH:6]=[CH:7][C:8]2[O:12][C:11]([NH:13][CH:14]3[CH2:19][CH2:18][N:17]([CH2:20][C:21]4[CH:22]=[C:23]([O:31][CH2:32][CH3:33])[C:24]([C:49]5[CH:54]=[CH:53][C:52]([F:55])=[CH:51][CH:50]=5)=[C:25]([O:27][CH2:28][CH3:29])[CH:26]=4)[CH2:16][CH2:15]3)=[N:10][C:9]=2[CH:34]=1)=[O:4], predict the reactants needed to synthesize it. The reactants are: [CH3:1][O:2][C:3]([C:5]1[CH:6]=[CH:7][C:8]2[O:12][C:11]([NH:13][CH:14]3[CH2:19][CH2:18][N:17]([CH2:20][C:21]4[CH:26]=[C:25]([O:27][CH2:28][CH3:29])[C:24](F)=[C:23]([O:31][CH2:32][CH3:33])[CH:22]=4)[CH2:16][CH2:15]3)=[N:10][C:9]=2[CH:34]=1)=[O:4].C(OC1C=C(C=O)C=C(OCC)C=1[C:49]1[CH:54]=[CH:53][C:52]([F:55])=[CH:51][CH:50]=1)C.C([BH3-])#N.[Na+].C(N(C(C)C)C(C)C)C.